Task: Predict which catalyst facilitates the given reaction.. Dataset: Catalyst prediction with 721,799 reactions and 888 catalyst types from USPTO (1) Reactant: Cl.[CH:2]1([NH:8][NH2:9])[CH2:7][CH2:6][CH2:5][CH2:4][CH2:3]1.C(Cl)Cl.[C:13](OCC)(=[O:18])[CH2:14][C:15]([CH3:17])=O.CC(OC)(C)C. Product: [CH:2]1([N:8]2[C:13](=[O:18])[CH:14]=[C:15]([CH3:17])[NH:9]2)[CH2:7][CH2:6][CH2:5][CH2:4][CH2:3]1. The catalyst class is: 211. (2) Reactant: [C:1]([C:3]1([O:9][CH3:10])[CH2:8][CH2:7][O:6][CH2:5][CH2:4]1)#[N:2].[H-].[Al+3].[Li+].[H-].[H-].[H-].O.O.O.O.O.O.O.O.O.O.S([O-])([O-])(=O)=O.[Na+].[Na+]. Product: [CH3:10][O:9][C:3]1([CH2:1][NH2:2])[CH2:8][CH2:7][O:6][CH2:5][CH2:4]1. The catalyst class is: 27. (3) Reactant: [Br:1][C:2]1[CH:3]=[CH:4][C:5]2[CH:11]3[CH2:12][CH:9]([CH2:10]3)[N:8]3[C:13]([C:20]([NH:22][NH:23][C:24]([CH:26]4[CH2:28][CH2:27]4)=O)=O)=[C:14]([C:16]([O:18][CH3:19])=[O:17])[N:15]=[C:7]3[C:6]=2[CH:29]=1.COC1C=CC(P2(SP(C3C=CC(OC)=CC=3)(=S)S2)=[S:39])=CC=1.O. Product: [Br:1][C:2]1[CH:3]=[CH:4][C:5]2[CH:11]3[CH2:12][CH:9]([CH2:10]3)[N:8]3[C:13]([C:20]4[S:39][C:24]([CH:26]5[CH2:28][CH2:27]5)=[N:23][N:22]=4)=[C:14]([C:16]([O:18][CH3:19])=[O:17])[N:15]=[C:7]3[C:6]=2[CH:29]=1. The catalyst class is: 11. (4) Reactant: [C:1]([O:5][C:6](=[O:19])[C:7]([S:10][C:11]1[S:12][CH:13]=[C:14]([CH2:16][CH2:17][OH:18])[N:15]=1)([CH3:9])[CH3:8])([CH3:4])([CH3:3])[CH3:2].[I:20][C:21]1[CH:26]=[CH:25][C:24](O)=[CH:23][CH:22]=1.C1(P(C2C=CC=CC=2)C2C=CC=CC=2)C=CC=CC=1.[N+](C(OCC)=O)(C(OCC)=O)=[N-]. Product: [C:1]([O:5][C:6](=[O:19])[C:7]([S:10][C:11]1[S:12][CH:13]=[C:14]([CH2:16][CH2:17][O:18][C:24]2[CH:25]=[CH:26][C:21]([I:20])=[CH:22][CH:23]=2)[N:15]=1)([CH3:9])[CH3:8])([CH3:2])([CH3:4])[CH3:3]. The catalyst class is: 7. (5) Reactant: [N+:1]([C:4]1[CH:14]=[CH:13][CH:12]=[C:6]2[C:7]([NH:9][C:10](=[O:11])[C:5]=12)=[O:8])([O-:3])=[O:2].[H-].[Na+].Br[CH2:18][C:19]([O:21][C:22]([CH3:25])([CH3:24])[CH3:23])=[O:20].O. Product: [N+:1]([C:4]1[CH:14]=[CH:13][CH:12]=[C:6]2[C:5]=1[C:10](=[O:11])[N:9]([CH2:18][C:19]([O:21][C:22]([CH3:25])([CH3:24])[CH3:23])=[O:20])[C:7]2=[O:8])([O-:3])=[O:2]. The catalyst class is: 3. (6) The catalyst class is: 1. Product: [O:11]=[S:7]1(=[O:10])[CH2:8][CH2:9][CH:5]([C:3]([OH:4])=[O:2])[N:6]1[CH2:12][C:13]1[CH:18]=[CH:17][CH:16]=[C:15]([CH2:19][O:20][C:21]2[CH:22]=[CH:23][C:24]([C:27]3[CH:32]=[C:31]([F:33])[C:30]([F:34])=[CH:29][C:28]=3[F:35])=[CH:25][CH:26]=2)[CH:14]=1. Reactant: C[O:2][C:3]([CH:5]1[CH2:9][CH2:8][S:7](=[O:11])(=[O:10])[N:6]1[CH2:12][C:13]1[CH:18]=[CH:17][CH:16]=[C:15]([CH2:19][O:20][C:21]2[CH:26]=[CH:25][C:24]([C:27]3[CH:32]=[C:31]([F:33])[C:30]([F:34])=[CH:29][C:28]=3[F:35])=[CH:23][CH:22]=2)[CH:14]=1)=[O:4].[OH-].[Li+]. (7) Reactant: [Cl:1][C:2]1[C:3]2[C:4]3[CH2:5][C@H:6]([CH2:15][CH2:16][OH:17])[CH2:7][CH2:8][C:9]=3[S:10][C:11]=2[N:12]=[CH:13][N:14]=1.[CH3:18][C:19]([Si:22](Cl)([CH3:24])[CH3:23])([CH3:21])[CH3:20].N1C=CN=C1. Product: [Si:22]([O:17][CH2:16][CH2:15][C@H:6]1[CH2:5][C:4]2[C:3]3[C:2]([Cl:1])=[N:14][CH:13]=[N:12][C:11]=3[S:10][C:9]=2[CH2:8][CH2:7]1)([C:19]([CH3:21])([CH3:20])[CH3:18])([CH3:24])[CH3:23]. The catalyst class is: 3. (8) Reactant: [CH3:1][C:2]1[CH:11]=[CH:10][C:5]2[O:6][CH2:7][CH2:8][O:9][C:4]=2[CH:3]=1.[CH3:12][O:13]C(Cl)Cl.[Sn](Cl)(Cl)(Cl)Cl.Cl. Product: [CH3:1][C:2]1[C:11]([CH:12]=[O:13])=[CH:10][C:5]2[O:6][CH2:7][CH2:8][O:9][C:4]=2[CH:3]=1. The catalyst class is: 26. (9) Reactant: [CH3:1][O:2][C:3]1[CH:21]=[CH:20][C:6]2[CH2:7][CH2:8][CH2:9][CH:10]([NH:12]CC3C=CC=CC=3)[CH2:11][C:5]=2[CH:4]=1. Product: [CH3:1][O:2][C:3]1[CH:21]=[CH:20][C:6]2[CH2:7][CH2:8][CH2:9][CH:10]([NH2:12])[CH2:11][C:5]=2[CH:4]=1. The catalyst class is: 43. (10) Reactant: [N:1]1([CH2:6][CH2:7][CH2:8][O:9][C:10]2[CH:15]=[CH:14][C:13]([C:16]3([CH2:22][NH2:23])[CH2:21][CH2:20][O:19][CH2:18][CH2:17]3)=[CH:12][CH:11]=2)[CH2:5][CH2:4][CH2:3][CH2:2]1.C(N(CC)CC)C.[CH3:31][N:32]([CH3:37])[S:33](Cl)(=[O:35])=[O:34]. Product: [N:1]1([CH2:6][CH2:7][CH2:8][O:9][C:10]2[CH:15]=[CH:14][C:13]([C:16]3([CH2:22][NH:23][S:33]([N:32]([CH3:37])[CH3:31])(=[O:35])=[O:34])[CH2:17][CH2:18][O:19][CH2:20][CH2:21]3)=[CH:12][CH:11]=2)[CH2:5][CH2:4][CH2:3][CH2:2]1. The catalyst class is: 4.